This data is from Catalyst prediction with 721,799 reactions and 888 catalyst types from USPTO. The task is: Predict which catalyst facilitates the given reaction. (1) Reactant: [C:1]([N:8]1[CH2:13][CH2:12][NH:11][CH2:10][CH2:9]1)([O:3][C:4]([CH3:7])([CH3:6])[CH3:5])=[O:2].[F:14][C:15]([F:26])([F:25])[C:16](O[C:16](=[O:17])[C:15]([F:26])([F:25])[F:14])=[O:17].C(N(CC)CC)C. Product: [C:4]([O:3][C:1]([N:8]1[CH2:9][CH2:10][N:11]([C:16](=[O:17])[C:15]([F:26])([F:25])[F:14])[CH2:12][CH2:13]1)=[O:2])([CH3:7])([CH3:6])[CH3:5]. The catalyst class is: 2. (2) Reactant: [NH:1]1[C:5]2[CH:6]=[CH:7][CH:8]=[CH:9][C:4]=2[N:3]=[C:2]1[CH2:10][N:11]1[C@H:24]2[C@@H:15]([CH2:16][CH2:17][C:18]3[C:23]2=[N:22][CH:21]=[CH:20][CH:19]=3)[CH2:14][CH2:13][CH2:12]1.C(=O)([O-])[O-].[K+].[K+].Br[CH2:32][CH2:33][CH2:34][C:35]#[N:36].[I-].[K+]. Product: [N:11]1([CH2:10][C:2]2[N:3]([CH2:32][CH2:33][CH2:34][C:35]#[N:36])[C:4]3[CH:9]=[CH:8][CH:7]=[CH:6][C:5]=3[N:1]=2)[C@H:24]2[C@@H:15]([CH2:16][CH2:17][C:18]3[C:23]2=[N:22][CH:21]=[CH:20][CH:19]=3)[CH2:14][CH2:13][CH2:12]1. The catalyst class is: 35. (3) Reactant: [CH3:1][C:2]1[N:3]([CH2:12][CH2:13][O:14]CC2C=CC=CC=2)[C:4]2[C:9]([C:10]=1[CH3:11])=[CH:8][CH:7]=[CH:6][CH:5]=2.OCC1(OC[C@@H](O)[C@@H](O)[C@H]1O)O. Product: [CH3:1][C:2]1[N:3]([CH2:12][CH2:13][OH:14])[C:4]2[C:9]([C:10]=1[CH3:11])=[CH:8][CH:7]=[CH:6][CH:5]=2. The catalyst class is: 29. (4) Reactant: [C@@H:1]1([N:10]2[CH:17]=[CH:16][C:14](=[O:15])[NH:13][C:11]2=[O:12])[O:9][C@H:6]([CH2:7][OH:8])[C@@H:4]([OH:5])[C@H:2]1[OH:3].N1C=CN=C1.[C:23]([Si:27]([CH3:30])([CH3:29])Cl)([CH3:26])([CH3:25])[CH3:24]. Product: [Si:27]([CH:7]([OH:8])[C@H:6]1[O:9][C@@H:1]([N:10]2[CH:17]=[CH:16][C:14](=[O:15])[NH:13][C:11]2=[O:12])[C@H:2]([OH:3])[C@@H:4]1[OH:5])([C:23]([CH3:26])([CH3:25])[CH3:24])([CH3:30])[CH3:29]. The catalyst class is: 9. (5) The catalyst class is: 8. Reactant: [Si]([O:8][CH2:9][C@@H:10]1[C@@H:14]([O:15][Si:16]([CH:23]([CH3:25])[CH3:24])([CH:20]([CH3:22])[CH3:21])[CH:17]([CH3:19])[CH3:18])[CH2:13][C@H:12]([NH:26][C:27]2[C:32]([C:33]([C:35]3[S:39][C:38]([Cl:40])=[C:37]([C:41](=[O:43])[CH3:42])[CH:36]=3)=[O:34])=[CH:31][N:30]=[CH:29][N:28]=2)[CH2:11]1)(C(C)(C)C)(C)C.Cl. Product: [Cl:40][C:38]1[S:39][C:35]([C:33]([C:32]2[C:27]([NH:26][C@H:12]3[CH2:13][C@H:14]([O:15][Si:16]([CH:23]([CH3:25])[CH3:24])([CH:20]([CH3:21])[CH3:22])[CH:17]([CH3:18])[CH3:19])[C@@H:10]([CH2:9][OH:8])[CH2:11]3)=[N:28][CH:29]=[N:30][CH:31]=2)=[O:34])=[CH:36][C:37]=1[C:41](=[O:43])[CH3:42]. (6) Reactant: C(O[CH2:9][C@@H:10]([CH2:14][CH2:15][CH2:16][CH2:17][CH3:18])[C:11]([OH:13])=[O:12])C1C=CC=CC=1.CC[OH:21]. Product: [OH:21][CH:16]([CH2:17][CH3:18])[CH2:15][CH2:14][C@@H:10]([CH3:9])[C:11]([OH:13])=[O:12]. The catalyst class is: 45. (7) Reactant: [S-:1][C:2]#[N:3].[K+].[F:5][CH:6]([F:15])[O:7][C:8]1[N:13]=[CH:12][C:11]([NH2:14])=[CH:10][CH:9]=1.BrBr.O. Product: [F:15][CH:6]([F:5])[O:7][C:8]1[N:13]=[C:12]2[S:1][C:2]([NH2:3])=[N:14][C:11]2=[CH:10][CH:9]=1. The catalyst class is: 15.